This data is from Experimental lipophilicity measurements (octanol/water distribution) for 4,200 compounds from AstraZeneca. The task is: Regression/Classification. Given a drug SMILES string, predict its absorption, distribution, metabolism, or excretion properties. Task type varies by dataset: regression for continuous measurements (e.g., permeability, clearance, half-life) or binary classification for categorical outcomes (e.g., BBB penetration, CYP inhibition). For this dataset (lipophilicity_astrazeneca), we predict Y. (1) The molecule is CN1CCN(c2nc(NCCNc3ccc([N+](=O)[O-])cc3)c3ccccc3n2)CC1. The Y is 2.91 logD. (2) The drug is O=C(O)C[C@@H]1c2ccccc2C[C@H]1NC(=O)c1cc2cc(F)ccc2[nH]1. The Y is 1.26 logD. (3) The drug is CC(=O)c1cn(Cc2ccccc2)c(=O)n(Cc2ccc(F)cc2)c1=O. The Y is 3.20 logD. (4) The drug is CC[C@H](NC(=O)c1c([S+](C)[O-])c(-c2ccccc2)nc2cc(Br)ccc12)c1ccccc1. The Y is 3.18 logD. (5) The drug is Cc1ccc(NC(=O)c2cncs2)cc1-n1cnc2ccc(N3CCN(C)CC3)cc2c1=O. The Y is 2.11 logD. (6) The compound is COc1cc(N)c(Cl)cc1C(=O)N[C@@H]1CCN(CCCOc2ccc(F)cc2)C[C@@H]1OC. The Y is 3.56 logD. (7) The drug is COc1ccc(S(=O)(=O)Nc2ccccn2)cc1. The Y is 0.870 logD. (8) The compound is O=C(NC[C@@H](O)CN1CCC(Oc2ccc(Cl)c(Cl)c2)CC1)c1c[nH]c(=O)c2ccc(F)cc12. The Y is 3.93 logD. (9) The molecule is O=C(NC1Cc2ccccc2N(CC(=O)N2CCC(O)CC2)C1=O)c1cc2cc(Cl)sc2[nH]1. The Y is 2.86 logD.